Dataset: Full USPTO retrosynthesis dataset with 1.9M reactions from patents (1976-2016). Task: Predict the reactants needed to synthesize the given product. (1) Given the product [CH3:1][O:2][C:3](=[O:15])[CH2:4][CH2:5][S:6][CH2:7][C:8]1[CH:13]=[CH:12][C:11]([B:16]2[O:20][C:19]([CH3:22])([CH3:21])[C:18]([CH3:24])([CH3:23])[O:17]2)=[CH:10][CH:9]=1, predict the reactants needed to synthesize it. The reactants are: [CH3:1][O:2][C:3](=[O:15])[CH2:4][CH2:5][S:6][CH2:7][C:8]1[CH:13]=[CH:12][C:11](Br)=[CH:10][CH:9]=1.[B:16]1([B:16]2[O:20][C:19]([CH3:22])([CH3:21])[C:18]([CH3:24])([CH3:23])[O:17]2)[O:20][C:19]([CH3:22])([CH3:21])[C:18]([CH3:24])([CH3:23])[O:17]1. (2) Given the product [CH3:21][O:20][C:17]1([O:22][CH3:23])[CH2:18][C:10]([C:7]2[CH:6]=[CH:5][C:4]([O:3][C:2]([F:13])([F:14])[F:1])=[CH:9][CH:8]=2)([C:11]([NH2:12])=[O:27])[CH2:16]1, predict the reactants needed to synthesize it. The reactants are: [F:1][C:2]([F:14])([F:13])[O:3][C:4]1[CH:9]=[CH:8][C:7]([CH2:10][C:11]#[N:12])=[CH:6][CH:5]=1.Br[CH2:16][C:17]([O:22][CH3:23])([O:20][CH3:21])[CH2:18]Br.CC(C)([O-:27])C.[Na+]. (3) Given the product [CH2:1]([C:3]1[O:4][C:5]2[CH:11]=[CH:10][CH:9]=[CH:8][C:6]=2[C:7]=1[C:18]([C:17]1[CH:21]=[CH:22][C:23]([O:24][CH3:25])=[C:15]([I:14])[CH:16]=1)=[O:19])[CH3:2], predict the reactants needed to synthesize it. The reactants are: [CH2:1]([C:3]1[O:4][C:5]2[CH:11]=[CH:10][CH:9]=[CH:8][C:6]=2[CH:7]=1)[CH3:2].N#N.[I:14][C:15]1[CH:16]=[C:17]([CH:21]=[CH:22][C:23]=1[O:24][CH3:25])[C:18](Cl)=[O:19].[Sn](Cl)(Cl)(Cl)Cl. (4) Given the product [NH2:1][C:2]1[N:7]=[C:6]([N:8]2[CH2:32][CH2:31][C:11]3([CH2:15][N:14]([C:16]([O:18][CH2:19][C:20]4[CH:25]=[CH:24][CH:23]=[CH:22][CH:21]=4)=[O:17])[C@H:13]([C:26]([O:28][CH2:29][CH3:30])=[O:27])[CH2:12]3)[CH2:10][CH2:9]2)[CH:5]=[C:4]([O:33][C@H:34]([C:39]2[CH:44]=[CH:43][C:42]([C:59]3[CH:60]=[CH:61][C:62]([CH3:63])=[C:57]([CH3:56])[CH:58]=3)=[CH:41][C:40]=2[C:46]2[CH:51]=[CH:50][CH:49]=[C:48]([S:52]([CH3:55])(=[O:54])=[O:53])[CH:47]=2)[C:35]([F:38])([F:37])[F:36])[N:3]=1, predict the reactants needed to synthesize it. The reactants are: [NH2:1][C:2]1[N:7]=[C:6]([N:8]2[CH2:32][CH2:31][C:11]3([CH2:15][N:14]([C:16]([O:18][CH2:19][C:20]4[CH:25]=[CH:24][CH:23]=[CH:22][CH:21]=4)=[O:17])[C@H:13]([C:26]([O:28][CH2:29][CH3:30])=[O:27])[CH2:12]3)[CH2:10][CH2:9]2)[CH:5]=[C:4]([O:33][C@H:34]([C:39]2[CH:44]=[CH:43][C:42](Cl)=[CH:41][C:40]=2[C:46]2[CH:51]=[CH:50][CH:49]=[C:48]([S:52]([CH3:55])(=[O:54])=[O:53])[CH:47]=2)[C:35]([F:38])([F:37])[F:36])[N:3]=1.[CH3:56][C:57]1[CH:58]=[C:59](B(O)O)[CH:60]=[CH:61][C:62]=1[CH3:63]. (5) The reactants are: CC1C=CC(S(O[CH2:12][C@H:13]2[CH2:22][CH2:21][C:20]3[C:15](=[C:16]([C:23]4[C:28]([Cl:29])=[CH:27][CH:26]=[CH:25][C:24]=4[Cl:30])[CH:17]=[CH:18][CH:19]=3)[O:14]2)(=O)=O)=CC=1.[N-:31]=[N+:32]=[N-:33].[Na+]. Given the product [Cl:30][C:24]1[CH:25]=[CH:26][CH:27]=[C:28]([Cl:29])[C:23]=1[C:16]1[CH:17]=[CH:18][CH:19]=[C:20]2[C:15]=1[O:14][C@@H:13]([CH2:12][N:31]=[N+:32]=[N-:33])[CH2:22][CH2:21]2, predict the reactants needed to synthesize it. (6) Given the product [C:1]([Si:5]([O:6][CH:7]1[CH2:11][CH2:12][CH:13]2[CH2:14][O:15][C:16]3[C:21]([C:22]2([S:23]([C:26]2[CH:27]=[CH:28][C:29]([Cl:32])=[CH:30][CH:31]=2)(=[O:24])=[O:25])[CH2:9][CH2:8]1)=[C:20]([F:33])[CH:19]=[CH:18][C:17]=3[F:34])([CH3:36])[CH3:35])([CH3:2])([CH3:4])[CH3:3], predict the reactants needed to synthesize it. The reactants are: [C:1]([Si:5]([CH3:36])([CH3:35])[O:6][CH:7]([CH2:11][CH2:12][CH:13]1[CH:22]([S:23]([C:26]2[CH:31]=[CH:30][C:29]([Cl:32])=[CH:28][CH:27]=2)(=[O:25])=[O:24])[C:21]2[C:16](=[C:17]([F:34])[CH:18]=[CH:19][C:20]=2[F:33])[O:15][CH2:14]1)[CH2:8][CH2:9]O)([CH3:4])([CH3:3])[CH3:2].CCN(CC)CC.CS(Cl)(=O)=O.CC([O-])(C)C.[K+]. (7) Given the product [Cl:7][C:8]1[CH:9]=[CH:10][C:11]([C:14]2[N:15]([CH3:20])[CH:16]=[C:17]([C:4]([CH:1]3[CH2:3][CH2:2]3)=[O:5])[C:18]=2[CH3:19])=[CH:12][CH:13]=1, predict the reactants needed to synthesize it. The reactants are: [CH:1]1([C:4](Cl)=[O:5])[CH2:3][CH2:2]1.[Cl:7][C:8]1[CH:13]=[CH:12][C:11]([C:14]2[N:15]([CH3:20])[CH:16]=[CH:17][C:18]=2[CH3:19])=[CH:10][CH:9]=1. (8) Given the product [CH2:35]([NH:2][CH2:3][C:4]1[CH:5]=[CH:6][C:7]([NH:10][C:11]2[CH:16]=[CH:15][C:14]([C:17]([F:19])([F:20])[F:18])=[CH:13][C:12]=2[NH:21][C:22]([C:24]2[CH:32]=[C:31]([Cl:33])[C:30]([Cl:34])=[CH:29][C:25]=2[C:26]([OH:28])=[O:27])=[O:23])=[CH:8][CH:9]=1)[C:36]1[CH:41]=[CH:40][CH:39]=[CH:38][CH:37]=1, predict the reactants needed to synthesize it. The reactants are: Cl.[NH2:2][CH2:3][C:4]1[CH:9]=[CH:8][C:7]([NH:10][C:11]2[CH:16]=[CH:15][C:14]([C:17]([F:20])([F:19])[F:18])=[CH:13][C:12]=2[NH:21][C:22]([C:24]2[CH:32]=[C:31]([Cl:33])[C:30]([Cl:34])=[CH:29][C:25]=2[C:26]([OH:28])=[O:27])=[O:23])=[CH:6][CH:5]=1.[CH:35](=O)[C:36]1[CH:41]=[CH:40][CH:39]=[CH:38][CH:37]=1.C([BH3-])#N.[Na+].[OH-].[Na+]. (9) The reactants are: Cl[C:2]1[N:7]=[CH:6][C:5]([C:8]2[S:9][C:10]3[CH2:16][CH2:15][N:14]([CH:17]4[CH2:20][CH2:19][CH2:18]4)[CH2:13][CH2:12][C:11]=3[N:21]=2)=[CH:4][CH:3]=1.[NH:22]1[CH2:26][CH2:25][CH2:24][CH2:23]1.C(=O)([O-])[O-].[K+].[K+].Cl. Given the product [CH:17]1([N:14]2[CH2:15][CH2:16][C:10]3[S:9][C:8]([C:5]4[CH:6]=[N:7][C:2]([N:22]5[CH2:26][CH2:25][CH2:24][CH2:23]5)=[CH:3][CH:4]=4)=[N:21][C:11]=3[CH2:12][CH2:13]2)[CH2:20][CH2:19][CH2:18]1, predict the reactants needed to synthesize it.